From a dataset of Forward reaction prediction with 1.9M reactions from USPTO patents (1976-2016). Predict the product of the given reaction. Given the reactants Br[CH2:2][CH2:3][C:4]1[CH:9]=[CH:8][C:7]([CH2:10][CH2:11][C:12]2[N:13]=[C:14]([NH:17][C:18](=[O:20])[CH3:19])[S:15][CH:16]=2)=[CH:6][CH:5]=1.[N:21]1([C:27]([O:29][C:30]([CH3:33])([CH3:32])[CH3:31])=[O:28])[CH2:26][CH2:25][NH:24][CH2:23][CH2:22]1.C(N(CC)CC)C, predict the reaction product. The product is: [C:18]([NH:17][C:14]1[S:15][CH:16]=[C:12]([CH2:11][CH2:10][C:7]2[CH:8]=[CH:9][C:4]([CH2:3][CH2:2][N:24]3[CH2:23][CH2:22][N:21]([C:27]([O:29][C:30]([CH3:33])([CH3:32])[CH3:31])=[O:28])[CH2:26][CH2:25]3)=[CH:5][CH:6]=2)[N:13]=1)(=[O:20])[CH3:19].